Predict the reactants needed to synthesize the given product. From a dataset of Full USPTO retrosynthesis dataset with 1.9M reactions from patents (1976-2016). (1) Given the product [O:37]=[C:35]1[C:34]2[C:33](=[CH:41][CH:40]=[CH:39][CH:38]=2)[C:32](=[O:42])[N:36]1[CH2:2][C:3]1[CH:8]=[CH:7][C:6]([C:9]([NH:11][C:12]2[CH:13]=[C:14]([C:26]3[CH:31]=[CH:30][CH:29]=[CH:28][CH:27]=3)[CH:15]=[CH:16][C:17]=2[NH:18][C:19](=[O:25])[O:20][C:21]([CH3:24])([CH3:23])[CH3:22])=[O:10])=[CH:5][CH:4]=1, predict the reactants needed to synthesize it. The reactants are: Cl[CH2:2][C:3]1[CH:8]=[CH:7][C:6]([C:9]([NH:11][C:12]2[CH:13]=[C:14]([C:26]3[CH:31]=[CH:30][CH:29]=[CH:28][CH:27]=3)[CH:15]=[CH:16][C:17]=2[NH:18][C:19](=[O:25])[O:20][C:21]([CH3:24])([CH3:23])[CH3:22])=[O:10])=[CH:5][CH:4]=1.[C:32]1(=[O:42])[NH:36][C:35](=[O:37])[C:34]2=[CH:38][CH:39]=[CH:40][CH:41]=[C:33]12.[K].[I-].[K+].O. (2) Given the product [ClH:2].[F:7][C:8]1[CH:17]=[C:16]([F:18])[CH:15]=[C:14]2[C:9]=1[CH2:10][N:11]([CH:19]1[CH2:23][C:22](=[O:24])[NH:21][C:20]1=[O:25])[CH:12]=[N:13]2, predict the reactants needed to synthesize it. The reactants are: O.[Cl:2][Si](C)(C)C.[F:7][C:8]1[CH:17]=[C:16]([F:18])[CH:15]=[C:14]2[C:9]=1[CH2:10][N:11]([CH:19]1[CH2:23][C:22](=[O:24])[NH:21][C:20]1=[O:25])[CH:12]=[N:13]2. (3) Given the product [N:1]1([C:5]([C:7]2[S:15][C:14]3[C:9](=[N:10][CH:11]=[CH:12][C:13]=3[O:17][C:18]3[CH:19]=[CH:20][C:21]([CH2:24][C:25]([OH:27])=[O:26])=[CH:22][CH:23]=3)[CH:8]=2)=[O:6])[CH2:4][CH2:3][CH2:2]1, predict the reactants needed to synthesize it. The reactants are: [N:1]1([C:5]([C:7]2[S:15][C:14]3[C:9](=[N:10][CH:11]=[CH:12][C:13]=3Cl)[CH:8]=2)=[O:6])[CH2:4][CH2:3][CH2:2]1.[OH:17][C:18]1[CH:23]=[CH:22][C:21]([CH2:24][C:25]([OH:27])=[O:26])=[CH:20][CH:19]=1. (4) Given the product [Cl:1][C:2]1[CH:3]=[C:4]([CH:39]=[CH:40][C:41]=1[Cl:42])[CH2:5][O:6][C:7]1[CH:8]=[CH:9][C:10]([C@H:13]2[CH2:38][O:37][C:16]3=[CH:17][C:18]4[CH2:19][C@@H:20]([C:34]([NH:64][C@@H:48]([CH2:49][C:50]5[CH:55]=[CH:54][C:53]([C:56]6[CH:61]=[CH:60][N:59]=[C:58]([CH3:62])[C:57]=6[CH3:63])=[CH:52][CH:51]=5)[C:47]([OH:46])=[O:65])=[O:35])[N:21]([C@H:25]([C:28]5[CH:33]=[CH:32][CH:31]=[CH:30][CH:29]=5)[CH2:26][CH3:27])[CH2:22][C:23]=4[CH:24]=[C:15]3[O:14]2)=[CH:11][CH:12]=1, predict the reactants needed to synthesize it. The reactants are: [Cl:1][C:2]1[CH:3]=[C:4]([CH:39]=[CH:40][C:41]=1[Cl:42])[CH2:5][O:6][C:7]1[CH:12]=[CH:11][C:10]([C@H:13]2[CH2:38][O:37][C:16]3=[CH:17][C:18]4[CH2:19][C@@H:20]([C:34](O)=[O:35])[N:21]([C@H:25]([C:28]5[CH:33]=[CH:32][CH:31]=[CH:30][CH:29]=5)[CH2:26][CH3:27])[CH2:22][C:23]=4[CH:24]=[C:15]3[O:14]2)=[CH:9][CH:8]=1.Cl.Cl.C[O:46][C:47](=[O:65])[C@@H:48]([NH2:64])[CH2:49][C:50]1[CH:55]=[CH:54][C:53]([C:56]2[CH:61]=[CH:60][N:59]=[C:58]([CH3:62])[C:57]=2[CH3:63])=[CH:52][CH:51]=1. (5) Given the product [Cl:1][C:2]1[CH:3]=[CH:4][C:5]2[C:11]3[N:32]=[C:31]([NH:30][C:26]4[CH:27]=[CH:28][CH:29]=[C:24]([I:23])[CH:25]=4)[N:33]=[CH:13][C:10]=3[CH2:9][C:8](=[O:17])[NH:7][C:6]=2[CH:18]=1, predict the reactants needed to synthesize it. The reactants are: [Cl:1][C:2]1[CH:3]=[CH:4][C:5]2[C:11](=O)[C:10](=[CH:13]N(C)C)[CH2:9][C:8](=[O:17])[NH:7][C:6]=2[CH:18]=1.[N+]([O-])(O)=O.[I:23][C:24]1[CH:25]=[C:26]([NH:30][C:31]([NH2:33])=[NH:32])[CH:27]=[CH:28][CH:29]=1. (6) Given the product [O:8]1[C:12]2[CH:13]=[CH:14][CH:15]=[CH:16][C:11]=2[N:10]=[C:9]1[NH:17][C@H:18]([C:39]([OH:41])=[O:40])[CH2:19][C:20]1[CH:21]=[CH:22][C:23]([O:26][CH2:27][CH2:28][CH2:29][C:30](=[O:38])[NH:31][C:32]2[NH:33][CH2:34][CH2:35][CH2:36][N:37]=2)=[CH:24][CH:25]=1, predict the reactants needed to synthesize it. The reactants are: FC(F)(F)C(O)=O.[O:8]1[C:12]2[CH:13]=[CH:14][CH:15]=[CH:16][C:11]=2[N:10]=[C:9]1[NH:17][C@H:18]([C:39]([O:41]C(C)(C)C)=[O:40])[CH2:19][C:20]1[CH:25]=[CH:24][C:23]([O:26][CH2:27][CH2:28][CH2:29][C:30](=[O:38])[NH:31][C:32]2[NH:33][CH2:34][CH2:35][CH2:36][N:37]=2)=[CH:22][CH:21]=1.C1(C)C=CC=CC=1. (7) Given the product [CH2:1]([N:8]1[CH:12]=[CH:11][O:10][C:9]1=[O:14])[C:2]1[CH:3]=[CH:4][CH:5]=[CH:6][CH:7]=1, predict the reactants needed to synthesize it. The reactants are: [CH2:1]([N:8]1[CH:12](O)[CH2:11][O:10][C:9]1=[O:14])[C:2]1[CH:7]=[CH:6][CH:5]=[CH:4][CH:3]=1.CS(Cl)(=O)=O.